From a dataset of Catalyst prediction with 721,799 reactions and 888 catalyst types from USPTO. Predict which catalyst facilitates the given reaction. (1) Reactant: Br[C:2]1[CH:7]=[CH:6][C:5]([CH2:8][CH2:9][OH:10])=[CH:4][CH:3]=1.N1C=CN=[CH:12]1.[Si:16](Cl)([C:19]([CH3:22])([CH3:21])[CH3:20])([CH3:18])[CH3:17].Cl. Product: [C:19]([Si:16]([CH3:18])([CH3:17])[O:10][CH2:9][CH2:8][C:5]1[CH:6]=[CH:7][C:2]([CH3:12])=[CH:3][CH:4]=1)([CH3:22])([CH3:21])[CH3:20]. The catalyst class is: 9. (2) Reactant: [C:1]([O:5][CH2:6][CH2:7][CH2:8][CH2:9][CH2:10][CH:11]([CH3:13])[CH3:12])(=[O:4])[CH:2]=[CH2:3].[C:14]([NH2:18])(=[O:17])[CH:15]=[CH2:16].[C:19]([O:22][CH:23]=[CH2:24])(=[O:21])[CH3:20].N(C(C)(CC)C#N)=NC(C)(CC)C#N. Product: [C:1]([O:5][CH2:6][CH2:7][CH2:8][CH2:9][CH2:10][CH:11]([CH3:13])[CH3:12])(=[O:4])[CH:2]=[CH2:3].[C:14]([NH2:18])(=[O:17])[CH:15]=[CH2:16].[C:19]([O:22][CH:23]=[CH2:24])(=[O:21])[CH3:20]. The catalyst class is: 125. (3) Reactant: [Cl:1][C:2]1[CH:7]=[CH:6][CH:5]=[C:4]([Cl:8])[C:3]=1[N:9]1[C:13]([CH2:14][O:15][C:16]2[N:21]=[C:20]([C:22]([F:25])([F:24])[F:23])[C:19]([N+:26]([O-])=O)=[CH:18][CH:17]=2)=[C:12]([CH:29]([CH3:31])[CH3:30])[N:11]=[N:10]1.C(O)(=O)C. The catalyst class is: 284. Product: [Cl:8][C:4]1[CH:5]=[CH:6][CH:7]=[C:2]([Cl:1])[C:3]=1[N:9]1[C:13]([CH2:14][O:15][C:16]2[N:21]=[C:20]([C:22]([F:24])([F:23])[F:25])[C:19]([NH2:26])=[CH:18][CH:17]=2)=[C:12]([CH:29]([CH3:31])[CH3:30])[N:11]=[N:10]1. (4) Product: [F:39][C:33]1[CH:34]=[CH:35][CH:36]=[C:37]([F:38])[C:32]=1[CH2:31][O:30][C:29]1[C:24]2[N:25]([C:21]([C:19]([NH:18][C@@:8]([C:10]3[N:11]=[N:12][N:13]([CH:15]([F:17])[F:16])[N:14]=3)([CH3:9])[CH2:7][OH:6])=[O:20])=[C:22]([CH3:40])[N:23]=2)[CH:26]=[CH:27][CH:28]=1. The catalyst class is: 56. Reactant: C([Si](C)(C)[O:6][CH2:7][C@:8]([NH:18][C:19]([C:21]1[N:25]2[CH:26]=[CH:27][CH:28]=[C:29]([O:30][CH2:31][C:32]3[C:37]([F:38])=[CH:36][CH:35]=[CH:34][C:33]=3[F:39])[C:24]2=[N:23][C:22]=1[CH3:40])=[O:20])([C:10]1[N:11]=[N:12][N:13]([CH:15]([F:17])[F:16])[N:14]=1)[CH3:9])(C)(C)C.[F-].C([N+](CCCC)(CCCC)CCCC)CCC.C1COCC1.O.C(OC(C)C)(C)C. (5) Reactant: [CH3:1][N:2]1[CH:6]=[C:5]([CH2:7][CH2:8][CH2:9]O)[CH:4]=[N:3]1.C1C=CC(P(C2C=CC=CC=2)C2C=CC=CC=2)=CC=1.C(Br)(Br)(Br)[Br:31]. Product: [Br:31][CH2:9][CH2:8][CH2:7][C:5]1[CH:4]=[N:3][N:2]([CH3:1])[CH:6]=1. The catalyst class is: 22. (6) Reactant: [CH2:1]([N:3]1[CH2:8][CH2:7][N:6]([C:9]2[C:18]3[C:13](=[CH:14][CH:15]=[CH:16][CH:17]=3)[CH:12]=[C:11]([C:19]3[CH:24]=[CH:23][C:22]([OH:25])=[CH:21][CH:20]=3)[N:10]=2)[CH2:5][CH2:4]1)[CH3:2].[H-].[Na+].[H][H].Br[CH2:31][C:32]#[N:33].[Cl-:34].[NH4+]. Product: [ClH:34].[C:32]([CH2:31][O:25][C:22]1[CH:21]=[CH:20][C:19]([C:11]2[N:10]=[C:9]([N:6]3[CH2:5][CH2:4][N:3]([CH2:1][CH3:2])[CH2:8][CH2:7]3)[C:18]3[C:13]([CH:12]=2)=[CH:14][CH:15]=[CH:16][CH:17]=3)=[CH:24][CH:23]=1)#[N:33]. The catalyst class is: 54.